Dataset: Catalyst prediction with 721,799 reactions and 888 catalyst types from USPTO. Task: Predict which catalyst facilitates the given reaction. (1) Reactant: [I-].[CH2:2]([N+:6]1[C:10]([CH3:11])=[C:9]([CH3:12])[S:8][C:7]=1[CH3:13])[CH2:3][CH2:4][CH3:5].[Cl:14][C:15]1[CH:16]=[CH:17][C:18]([F:24])=[C:19]([CH:23]=1)[C:20](Cl)=[O:21]. Product: [CH2:2]([N:6]1[C:10]([CH3:11])=[C:9]([CH3:12])[S:8]/[C:7]/1=[CH:13]\[C:20]([C:19]1[CH:23]=[C:15]([Cl:14])[CH:16]=[CH:17][C:18]=1[F:24])=[O:21])[CH2:3][CH2:4][CH3:5]. The catalyst class is: 142. (2) Reactant: [CH3:1][O:2][C:3]1[N:4]=[CH:5][C:6]([C:9]([OH:11])=O)=[N:7][CH:8]=1.C(Cl)(=O)C([Cl:15])=O. Product: [CH3:1][O:2][C:3]1[N:4]=[CH:5][C:6]([C:9]([Cl:15])=[O:11])=[N:7][CH:8]=1. The catalyst class is: 120.